The task is: Binary Classification. Given a drug SMILES string, predict its activity (active/inactive) in a high-throughput screening assay against a specified biological target.. This data is from HIV replication inhibition screening data with 41,000+ compounds from the AIDS Antiviral Screen. (1) The compound is O=[N+]([O-])c1cnc(-c2ccc(F)cc2)n1CCO. The result is 0 (inactive). (2) The result is 0 (inactive). The compound is O=NN(CC1(O)OCC(O)C(O)C1O)C(Cc1c[nH]c2ccccc12)C(=O)O. (3) The molecule is CC1C2(C)OC(=N)C(C#N)(C(c3ccco3)O2)C1(C#N)C#N. The result is 0 (inactive). (4) The drug is O=C1CCC2(CC(Br)C(=O)c3ccccc32)C(=O)N1. The result is 0 (inactive). (5) The compound is Nc1ccc(S(=O)(=O)Nc2nc3ccccc3nc2N2CCCCCC2)cc1. The result is 0 (inactive). (6) The compound is COc1ccc2c(c1)nc1n2C(c2c(F)cccc2Cl)SC1. The result is 0 (inactive). (7) The molecule is CC(=O)NC1C(OCc2ccccc2)OC(CO)C(O)C1OCC(=O)N1CCCC1C(=O)NC(CCC(=O)NCCCCNc1c2ccccc2nc2cccc([N+](=O)[O-])c12)C(N)=O. The result is 0 (inactive). (8) The compound is CCOc1ccc(N(CC(=O)N2CC(=O)Nc3cc(C)c(C)cc32)C(C)=O)cc1. The result is 0 (inactive).